From a dataset of Forward reaction prediction with 1.9M reactions from USPTO patents (1976-2016). Predict the product of the given reaction. (1) Given the reactants I[C:2]1[CH:7]=[CH:6][C:5]([O:8][CH3:9])=[CH:4][CH:3]=1.CCN(C(C)C)C(C)C.[CH2:19]([C:23]1[CH:28]=[CH:27][C:26]([CH2:29][C:30]([O:32][CH3:33])=[O:31])=[CH:25][CH:24]=1)[CH2:20][C:21]#[CH:22], predict the reaction product. The product is: [CH3:9][O:8][C:5]1[CH:6]=[CH:7][C:2]([C:22]#[C:21][CH2:20][CH2:19][C:23]2[CH:28]=[CH:27][C:26]([CH2:29][C:30]([O:32][CH3:33])=[O:31])=[CH:25][CH:24]=2)=[CH:3][CH:4]=1. (2) Given the reactants C[O:2][C:3]([C@@:5]1([NH:10][C:11]([O:13][C:14]([CH3:17])([CH3:16])[CH3:15])=[O:12])[CH2:7][C@H:6]1[CH2:8][CH3:9])=[O:4].[Li+].[OH-], predict the reaction product. The product is: [C:14]([O:13][C:11]([NH:10][C@:5]1([C:3]([OH:4])=[O:2])[CH2:7][C@H:6]1[CH2:8][CH3:9])=[O:12])([CH3:15])([CH3:16])[CH3:17]. (3) Given the reactants CON(C)[C:4]([C:6]1[C:7]([NH2:15])=[N:8][C:9]([S:12][CH2:13][CH3:14])=[N:10][CH:11]=1)=[O:5].[F:17][C:18]1[CH:23]=[C:22]([CH3:24])[C:21]([O:25][CH3:26])=[C:20](I)[CH:19]=1, predict the reaction product. The product is: [NH2:15][C:7]1[C:6]([C:4]([C:20]2[CH:19]=[C:18]([F:17])[CH:23]=[C:22]([CH3:24])[C:21]=2[O:25][CH3:26])=[O:5])=[CH:11][N:10]=[C:9]([S:12][CH2:13][CH3:14])[N:8]=1. (4) Given the reactants [OH:1][C:2]1[CH:3]=[C:4]([CH2:8][NH:9][C:10](=[O:18])[C:11]2[CH:16]=[CH:15][CH:14]=[N:13][C:12]=2[NH2:17])[CH:5]=[CH:6][CH:7]=1.[CH3:19][C:20]1[CH:21]=[C:22]([CH2:26]Cl)[CH:23]=[CH:24][CH:25]=1.C(=O)([O-])[O-].[Cs+].[Cs+].CN(C=O)C, predict the reaction product. The product is: [CH3:19][C:20]1[CH:21]=[C:22]([CH:23]=[CH:24][CH:25]=1)[CH2:26][O:1][C:2]1[CH:3]=[C:4]([CH2:8][NH:9][C:10](=[O:18])[C:11]2[CH:16]=[CH:15][CH:14]=[N:13][C:12]=2[NH2:17])[CH:5]=[CH:6][CH:7]=1. (5) Given the reactants F[C:2]1[CH:9]=[CH:8][CH:7]=[C:6](F)[C:3]=1[C:4]#[N:5].[Cl:11][C:12]1[CH:17]=[CH:16][C:15]([OH:18])=[CH:14][CH:13]=1.C(=O)([O-])[O-].[K+].[K+].C(=O)(O)O.[NH2:29][C:30]([NH2:32])=[NH:31], predict the reaction product. The product is: [Cl:11][C:12]1[CH:17]=[CH:16][C:15]([O:18][C:2]2[CH:9]=[CH:8][CH:7]=[C:6]3[C:3]=2[C:4]([NH2:5])=[N:31][C:30]([NH2:32])=[N:29]3)=[CH:14][CH:13]=1. (6) Given the reactants [F:1][C:2]([F:26])([F:25])[C:3]1[CH:20]=[C:19]([C:21]([F:24])([F:23])[F:22])[CH:18]=[CH:17][C:4]=1[CH2:5][N:6]1[C:14]2[C:9](=[CH:10][C:11]([CH:15]=O)=[CH:12][CH:13]=2)[CH:8]=[N:7]1.[OH:27][CH2:28][C@@H:29]1[O:34][CH2:33][CH2:32][N:31]([C:35]2[S:36][CH2:37][C:38](=[O:40])[N:39]=2)[CH2:30]1, predict the reaction product. The product is: [F:26][C:2]([F:1])([F:25])[C:3]1[CH:20]=[C:19]([C:21]([F:22])([F:23])[F:24])[CH:18]=[CH:17][C:4]=1[CH2:5][N:6]1[C:14]2[C:9](=[CH:10][C:11]([CH:15]=[C:37]3[S:36][C:35]([N:31]4[CH2:32][CH2:33][O:34][C@@H:29]([CH2:28][OH:27])[CH2:30]4)=[N:39][C:38]3=[O:40])=[CH:12][CH:13]=2)[CH:8]=[N:7]1. (7) The product is: [NH2:22][C:20]1[S:21][C:3]([C:4]([O:6][CH2:7][CH3:8])=[O:5])=[C:2]([CH2:9][C:10]([O:12][CH2:13][CH3:14])=[O:11])[N:19]=1. Given the reactants O=[C:2]([CH2:9][C:10]([O:12][CH2:13][CH3:14])=[O:11])[CH2:3][C:4]([O:6][CH2:7][CH3:8])=[O:5].S(Cl)(Cl)=O.[NH2:19][C:20]([NH2:22])=[S:21].C([O-])([O-])=O.[Na+].[Na+], predict the reaction product. (8) Given the reactants [N+:1]([C:4]1[CH:5]=[CH:6][C:7]2[N:11]=[CH:10][N:9]([O:12]CC(O)=O)[C:8]=2[CH:17]=1)([O-:3])=[O:2].C(OC(=O)C)C.C1COCC1.[ClH:29], predict the reaction product. The product is: [ClH:29].[N+:1]([C:4]1[CH:5]=[CH:6][C:7]2[N:11]=[CH:10][N:9]([OH:12])[C:8]=2[CH:17]=1)([O-:3])=[O:2]. (9) Given the reactants [I:1][C:2]1[C:3]([O:7][CH3:8])=[N:4][NH:5][CH:6]=1.CC1C=CC(S(O[CH:20]2[CH2:29][CH2:28][C:23]3([O:27][CH2:26][CH2:25][O:24]3)[CH2:22][CH2:21]2)(=O)=O)=CC=1.C([O-])([O-])=O.[Cs+].[Cs+].N1C=CC=N1, predict the reaction product. The product is: [O:24]1[C:23]2([CH2:28][CH2:29][CH:20]([N:5]3[CH:6]=[C:2]([I:1])[C:3]([O:7][CH3:8])=[N:4]3)[CH2:21][CH2:22]2)[O:27][CH2:26][CH2:25]1. (10) Given the reactants BrC1C=CC(C2CCN([CH:14]3[CH2:17][O:16][CH2:15]3)CC2)=CC=1.[CH:18]12[CH2:24][CH:22]([NH:23]1)[CH2:21][N:20]([C:25]1[CH:30]=[CH:29][C:28]([C:31]3[N:36]=[C:35]([O:37][C@@H:38]([C@H:40]4[CH2:44][NH:43][C:42](=[O:45])[CH2:41]4)[CH3:39])[C:34]4[N:46]([CH:49]5[CH2:51][CH2:50]5)[CH:47]=[N:48][C:33]=4[CH:32]=3)=[CH:27][CH:26]=1)[CH2:19]2, predict the reaction product. The product is: [CH:49]1([N:46]2[C:34]3[C:35]([O:37][C@@H:38]([C@H:40]4[CH2:44][NH:43][C:42](=[O:45])[CH2:41]4)[CH3:39])=[N:36][C:31]([C:28]4[CH:27]=[CH:26][C:25]([N:20]5[CH2:19][CH:18]6[CH2:24][CH:22]([N:23]6[CH:14]6[CH2:17][O:16][CH2:15]6)[CH2:21]5)=[CH:30][CH:29]=4)=[CH:32][C:33]=3[N:48]=[CH:47]2)[CH2:51][CH2:50]1.